From a dataset of Catalyst prediction with 721,799 reactions and 888 catalyst types from USPTO. Predict which catalyst facilitates the given reaction. (1) Reactant: [F:1][C:2]1([F:12])[C:5]([F:7])([F:6])[CH2:4][C:3]1([CH3:11])[C:8](Cl)=O.[NH2:13][NH:14][C:15]([NH2:17])=[S:16]. Product: [F:1][C:2]1([F:12])[C:5]([F:7])([F:6])[CH2:4][C:3]1([C:8]1[S:16][C:15]([NH2:17])=[N:14][N:13]=1)[CH3:11]. The catalyst class is: 12. (2) Reactant: O1C2C=CC=CC=2N=CC1.[N+:11]([C:14]1[CH:26]=[CH:25][C:17]2[N:18]3[CH2:24][CH2:23][CH2:22][C@@H:19]3[CH2:20][O:21][C:16]=2[CH:15]=1)([O-])=O. Product: [NH2:11][C:14]1[CH:26]=[CH:25][C:17]2[N:18]3[CH2:24][CH2:23][CH2:22][C@@H:19]3[CH2:20][O:21][C:16]=2[CH:15]=1. The catalyst class is: 591. (3) Reactant: I[C:2]1[C:7]([CH:8]([O:13][C:14]([CH3:17])([CH3:16])[CH3:15])[C:9]([O:11][CH3:12])=[O:10])=[C:6]([CH3:18])[N:5]=[C:4]2[S:19][C:20]3[CH2:25][CH2:24][CH2:23][CH2:22][C:21]=3[C:3]=12.[C:26]1([SH:32])[CH:31]=[CH:30][CH:29]=[CH:28][CH:27]=1.C(N(CC)CC)C. Product: [CH3:18][C:6]1[N:5]=[C:4]2[S:19][C:20]3[CH2:25][CH2:24][CH2:23][CH2:22][C:21]=3[C:3]2=[C:2]([S:32][C:26]2[CH:31]=[CH:30][CH:29]=[CH:28][CH:27]=2)[C:7]=1[CH:8]([O:13][C:14]([CH3:17])([CH3:16])[CH3:15])[C:9]([O:11][CH3:12])=[O:10]. The catalyst class is: 7. (4) Reactant: Cl.[CH3:2][CH:3]1[CH2:7][NH:6][CH2:5][CH:4]1[C:8]1[NH:13][C:12](=[O:14])[C:11]2=[CH:15][N:16]=[C:17]([CH:18]3[CH2:23][CH2:22][O:21][CH2:20][CH2:19]3)[N:10]2[N:9]=1.[F:24][C:25]1[CH:32]=[CH:31][C:28]([CH:29]=O)=[CH:27][CH:26]=1.[BH3-]C#N.[Na+]. Product: [F:24][C:25]1[CH:32]=[CH:31][C:28]([CH2:29][N:6]2[CH2:7][CH:3]([CH3:2])[CH:4]([C:8]3[NH:13][C:12](=[O:14])[C:11]4=[CH:15][N:16]=[C:17]([CH:18]5[CH2:23][CH2:22][O:21][CH2:20][CH2:19]5)[N:10]4[N:9]=3)[CH2:5]2)=[CH:27][CH:26]=1. The catalyst class is: 478. (5) Reactant: F[C:2]1[C:9]([F:10])=[CH:8][CH:7]=[CH:6][C:3]=1[C:4]#[N:5].CS(CCO)(=O)=[O:13].[H-].[Na+]. Product: [F:10][C:9]1[C:2]([OH:13])=[C:3]([CH:6]=[CH:7][CH:8]=1)[C:4]#[N:5]. The catalyst class is: 3. (6) Reactant: [Si:1]([O:8][C@@H:9]1[C@@H:14]([N:15]2[C:24](=[O:25])[C:23]3[C:18](=[C:19]4[CH:38]=[CH:37][CH:36]=[CH:35][C:20]4=[C:21]([CH2:26][C:27]4[CH:28]=[N:29][C:30]([CH2:33]O)=[CH:31][CH:32]=4)[CH:22]=3)[N:17]=[CH:16]2)[CH2:13][CH2:12][O:11][CH2:10]1)([C:4]([CH3:7])([CH3:6])[CH3:5])([CH3:3])[CH3:2].COCCN(S(F)(F)[F:49])CCOC. Product: [Si:1]([O:8][C@@H:9]1[C@@H:14]([N:15]2[C:24](=[O:25])[C:23]3[C:18](=[C:19]4[CH:38]=[CH:37][CH:36]=[CH:35][C:20]4=[C:21]([CH2:26][C:27]4[CH:28]=[N:29][C:30]([CH2:33][F:49])=[CH:31][CH:32]=4)[CH:22]=3)[N:17]=[CH:16]2)[CH2:13][CH2:12][O:11][CH2:10]1)([C:4]([CH3:7])([CH3:6])[CH3:5])([CH3:3])[CH3:2]. The catalyst class is: 4.